This data is from NCI-60 drug combinations with 297,098 pairs across 59 cell lines. The task is: Regression. Given two drug SMILES strings and cell line genomic features, predict the synergy score measuring deviation from expected non-interaction effect. (1) Drug 1: CC12CCC(CC1=CCC3C2CCC4(C3CC=C4C5=CN=CC=C5)C)O. Drug 2: C1=CC(=CC=C1C#N)C(C2=CC=C(C=C2)C#N)N3C=NC=N3. Cell line: T-47D. Synergy scores: CSS=7.84, Synergy_ZIP=0.823, Synergy_Bliss=4.17, Synergy_Loewe=-0.162, Synergy_HSA=3.38. (2) Drug 1: CCC(=C(C1=CC=CC=C1)C2=CC=C(C=C2)OCCN(C)C)C3=CC=CC=C3.C(C(=O)O)C(CC(=O)O)(C(=O)O)O. Drug 2: CC(C)NC(=O)C1=CC=C(C=C1)CNNC.Cl. Cell line: M14. Synergy scores: CSS=-0.733, Synergy_ZIP=0.173, Synergy_Bliss=-1.70, Synergy_Loewe=-0.368, Synergy_HSA=-2.66. (3) Drug 1: C1=CC=C(C=C1)NC(=O)CCCCCCC(=O)NO. Drug 2: CC(C)CN1C=NC2=C1C3=CC=CC=C3N=C2N. Cell line: HCC-2998. Synergy scores: CSS=11.0, Synergy_ZIP=-3.71, Synergy_Bliss=-4.69, Synergy_Loewe=-3.84, Synergy_HSA=-5.84. (4) Drug 1: C1CN(P(=O)(OC1)NCCCl)CCCl. Drug 2: CC1C(C(CC(O1)OC2CC(CC3=C2C(=C4C(=C3O)C(=O)C5=C(C4=O)C(=CC=C5)OC)O)(C(=O)CO)O)N)O.Cl. Cell line: U251. Synergy scores: CSS=40.2, Synergy_ZIP=0.889, Synergy_Bliss=-0.127, Synergy_Loewe=-29.8, Synergy_HSA=1.62. (5) Drug 2: CC1OCC2C(O1)C(C(C(O2)OC3C4COC(=O)C4C(C5=CC6=C(C=C35)OCO6)C7=CC(=C(C(=C7)OC)O)OC)O)O. Drug 1: CC(C1=C(C=CC(=C1Cl)F)Cl)OC2=C(N=CC(=C2)C3=CN(N=C3)C4CCNCC4)N. Cell line: U251. Synergy scores: CSS=52.2, Synergy_ZIP=0.765, Synergy_Bliss=0.878, Synergy_Loewe=-6.26, Synergy_HSA=1.25. (6) Drug 1: CN(C)N=NC1=C(NC=N1)C(=O)N. Drug 2: C1=NC2=C(N1)C(=S)N=CN2. Cell line: MCF7. Synergy scores: CSS=12.3, Synergy_ZIP=-7.55, Synergy_Bliss=-11.9, Synergy_Loewe=-30.8, Synergy_HSA=-12.3. (7) Drug 1: C1=CC(=CC=C1CCC2=CNC3=C2C(=O)NC(=N3)N)C(=O)NC(CCC(=O)O)C(=O)O. Drug 2: C1=CC=C(C=C1)NC(=O)CCCCCCC(=O)NO. Cell line: HCC-2998. Synergy scores: CSS=42.2, Synergy_ZIP=-1.53, Synergy_Bliss=-0.478, Synergy_Loewe=-0.264, Synergy_HSA=3.06.